From a dataset of Forward reaction prediction with 1.9M reactions from USPTO patents (1976-2016). Predict the product of the given reaction. (1) The product is: [C:49]([O:48][C:42]1[C:41]([O:52][C:53](=[O:55])[CH3:54])=[C:40]2[C:45]([C:46](=[O:47])[C:37]([C:36]3[CH:35]=[CH:34][C:33]([O:32][CH3:29])=[CH:57][CH:56]=3)=[CH:38][O:39]2)=[CH:44][CH:43]=1)(=[O:51])[CH3:50]. Given the reactants OC1C(O)=C2C(C(=O)C(C3C=CC(OC)=CC=3)=CO2)=CC=1.C(OC(=O)C)(=O)C.[C:29]([O:32][C:33]1[CH:57]=[CH:56][C:36]([C:37]2[C:46](=[O:47])[C:45]3[C:40](=[C:41]([O:52][C:53](=[O:55])[CH3:54])[C:42]([O:48][C:49](=[O:51])[CH3:50])=[CH:43][CH:44]=3)[O:39][CH:38]=2)=[CH:35][CH:34]=1)(=O)C, predict the reaction product. (2) Given the reactants [F:1][C:2]1[CH:7]=[CH:6][C:5]([N:8]2[C:12]([C:13]([O:15][CH2:16][CH3:17])=[O:14])=[CH:11][N:10]=[C:9]2[CH2:18][OH:19])=[CH:4][CH:3]=1.CC(OI1(OC(C)=O)(OC(C)=O)OC(=O)C2C=CC=CC1=2)=O.[O-]S([O-])(=S)=O.[Na+].[Na+].C([O-])(O)=O.[Na+], predict the reaction product. The product is: [F:1][C:2]1[CH:3]=[CH:4][C:5]([N:8]2[C:12]([C:13]([O:15][CH2:16][CH3:17])=[O:14])=[CH:11][N:10]=[C:9]2[CH:18]=[O:19])=[CH:6][CH:7]=1. (3) Given the reactants Cl[C:2]1[C:3]2[C:4](=[CH:15][N:16](CC3C=CC(OC)=CC=3)[N:17]=2)[N:5]=[C:6]([C:8]2[CH:13]=[CH:12][C:11]([F:14])=[CH:10][CH:9]=2)[N:7]=1.[O:27]1[CH2:32][CH2:31][N:30]([C:33]2[CH:39]=[CH:38][C:36]([NH2:37])=[CH:35][CH:34]=2)[CH2:29][CH2:28]1.Cl, predict the reaction product. The product is: [F:14][C:11]1[CH:10]=[CH:9][C:8]([C:6]2[N:7]=[C:2]([NH:37][C:36]3[CH:35]=[CH:34][C:33]([N:30]4[CH2:31][CH2:32][O:27][CH2:28][CH2:29]4)=[CH:39][CH:38]=3)[C:3]3[NH:17][N:16]=[CH:15][C:4]=3[N:5]=2)=[CH:13][CH:12]=1. (4) Given the reactants [NH2:1][C:2]1[N:7]=[N:6][C:5]([C:8]2[CH:9]=[C:10]3[C:14](=[CH:15][CH:16]=2)[N:13]([CH2:17][C:18]2[CH:23]=[CH:22][C:21]([O:24][CH3:25])=[CH:20][CH:19]=2)[N:12]=[C:11]3[CH3:26])=[N:4][C:3]=1[N:27]1[CH2:32][CH2:31][N:30]([C:33]([O:35][C:36]([CH3:39])([CH3:38])[CH3:37])=[O:34])[CH2:29][CH2:28]1.C[Si]([N-][Si](C)(C)C)(C)C.[Li+].[CH2:50](Br)[C:51]1[CH:56]=[CH:55][CH:54]=[CH:53][CH:52]=1.ClCCl, predict the reaction product. The product is: [CH2:50]([NH:1][C:2]1[N:7]=[N:6][C:5]([C:8]2[CH:9]=[C:10]3[C:14](=[CH:15][CH:16]=2)[N:13]([CH2:17][C:18]2[CH:23]=[CH:22][C:21]([O:24][CH3:25])=[CH:20][CH:19]=2)[N:12]=[C:11]3[CH3:26])=[N:4][C:3]=1[N:27]1[CH2:32][CH2:31][N:30]([C:33]([O:35][C:36]([CH3:39])([CH3:38])[CH3:37])=[O:34])[CH2:29][CH2:28]1)[C:51]1[CH:56]=[CH:55][CH:54]=[CH:53][CH:52]=1. (5) Given the reactants [NH2:1][C:2]1[CH:7]=[CH:6][C:5]([C:8]2[C:9]3[CH:18]=[CH:17][N:16]([S:19]([C:22]4[CH:27]=[CH:26][C:25]([CH3:28])=[CH:24][CH:23]=4)(=[O:21])=[O:20])[C:10]=3[C:11](=[O:15])[N:12]([CH3:14])[CH:13]=2)=[C:4]([O:29][CH2:30][CH:31]2[CH2:33][CH2:32]2)[C:3]=1[N+:34]([O-])=O.[Cl-].[NH4+], predict the reaction product. The product is: [NH2:34][C:3]1[C:4]([O:29][CH2:30][CH:31]2[CH2:33][CH2:32]2)=[C:5]([C:8]2[C:9]3[CH:18]=[CH:17][N:16]([S:19]([C:22]4[CH:27]=[CH:26][C:25]([CH3:28])=[CH:24][CH:23]=4)(=[O:21])=[O:20])[C:10]=3[C:11](=[O:15])[N:12]([CH3:14])[CH:13]=2)[CH:6]=[CH:7][C:2]=1[NH2:1]. (6) Given the reactants [H-].[Al+3].[Li+].[H-].[H-].[H-].[F:7][C:8]([F:20])([F:19])[C:9]1[S:10][C:11]([C:14](OCC)=[O:15])=[CH:12][N:13]=1.O.[OH-].[Na+], predict the reaction product. The product is: [F:20][C:8]([F:7])([F:19])[C:9]1[S:10][C:11]([CH2:14][OH:15])=[CH:12][N:13]=1. (7) Given the reactants [F:1][C:2]1[CH:3]=[C:4]([C:8]2[C:13]([C:14]3[CH:19]=[CH:18][N:17]=[CH:16][CH:15]=3)=[CH:12][CH:11]=[C:10]([NH2:20])[N:9]=2)[CH:5]=[CH:6][CH:7]=1.[Br:21]N1C(=O)CCC1=O.O, predict the reaction product. The product is: [Br:21][C:11]1[CH:12]=[C:13]([C:14]2[CH:19]=[CH:18][N:17]=[CH:16][CH:15]=2)[C:8]([C:4]2[CH:5]=[CH:6][CH:7]=[C:2]([F:1])[CH:3]=2)=[N:9][C:10]=1[NH2:20]. (8) Given the reactants [CH3:1][C:2]([O:5][C:6]([N:8]1[CH:13]([C:14]([O:16][CH3:17])=[O:15])[CH2:12][NH:11][CH2:10][CH2:9]1)=[O:7])([CH3:4])[CH3:3].[Cl:18][C:19]1[CH:20]=[C:21]([S:25](Cl)(=[O:27])=[O:26])[CH:22]=[CH:23][CH:24]=1.C(N(CC)CC)C.O, predict the reaction product. The product is: [CH3:17][O:16][C:14]([CH:13]1[CH2:12][N:11]([S:25]([C:21]2[CH:22]=[CH:23][CH:24]=[C:19]([Cl:18])[CH:20]=2)(=[O:27])=[O:26])[CH2:10][CH2:9][N:8]1[C:6]([O:5][C:2]([CH3:1])([CH3:3])[CH3:4])=[O:7])=[O:15]. (9) The product is: [CH3:6][N:7]1[CH:11]=[C:10]([N+:12]([O-:14])=[O:13])[C:9]([C:15]([O:17][CH3:18])=[O:16])=[N:8]1. Given the reactants OS(O)(=O)=O.[CH3:6][N:7]1[CH:11]=[C:10]([N+:12]([O-:14])=[O:13])[C:9]([C:15]([OH:17])=[O:16])=[N:8]1.[CH3:18]O, predict the reaction product. (10) The product is: [NH2:1][C:2]1[C:7]([C:8]([C:10]2[CH:15]=[C:14]([F:16])[CH:13]=[CH:12][C:11]=2[O:17][CH3:18])=[O:9])=[CH:6][N:5]=[C:4]([NH:19][CH:20]2[CH2:25][CH2:24][N:23]([S:26]([CH2:29][CH2:30][CH2:31][N:35]3[CH2:40][CH2:39][O:38][CH2:37][CH2:36]3)(=[O:28])=[O:27])[CH2:22][CH2:21]2)[N:3]=1. Given the reactants [NH2:1][C:2]1[C:7]([C:8]([C:10]2[CH:15]=[C:14]([F:16])[CH:13]=[CH:12][C:11]=2[O:17][CH3:18])=[O:9])=[CH:6][N:5]=[C:4]([NH:19][CH:20]2[CH2:25][CH2:24][N:23]([S:26]([CH2:29][CH2:30][CH2:31]Cl)(=[O:28])=[O:27])[CH2:22][CH2:21]2)[N:3]=1.[I-].[K+].[NH:35]1[CH2:40][CH2:39][O:38][CH2:37][CH2:36]1, predict the reaction product.